Dataset: Forward reaction prediction with 1.9M reactions from USPTO patents (1976-2016). Task: Predict the product of the given reaction. Given the reactants C(NC1C=CC2[C:7](=[CH:8][C:9]([CH3:15])=[CH:10][CH:11]=2)[N:6]=1)(=O)C.C1(P(C2C=CC=CC=2)C2C=CC=CC=2)C=CC=CC=1.[C:35]([Br:39])(Br)(Br)Br.[C-]#N.[K+].[CH2:43]([Cl:45])Cl, predict the reaction product. The product is: [Br:39][C:35]1[CH:11]=[CH:10][C:9]([CH2:8][C:7]#[N:6])=[CH:15][C:43]=1[Cl:45].